This data is from Reaction yield outcomes from USPTO patents with 853,638 reactions. The task is: Predict the reaction yield, written as a fraction of the theoretical maximum amount of product (1.0 means a 100% yield; for example, 0.34 means a 34% yield). (1) The reactants are [CH2:1]([O:8][C:9]1[CH:14]=[CH:13][C:12]([NH:15][C:16]2[C:25]3[C:20](=[CH:21][CH:22]=[C:23](Br)[CH:24]=3)[N:19]=[CH:18][N:17]=2)=[CH:11][CH:10]=1)[C:2]1[CH:7]=[CH:6][CH:5]=[CH:4][CH:3]=1.[O:27]1[CH2:31][CH2:30][O:29][CH:28]1[C:32]1[O:36][C:35]([Sn](CCCC)(CCCC)CCCC)=[CH:34][CH:33]=1. The catalyst is O1CCOCC1. The product is [CH2:1]([O:8][C:9]1[CH:14]=[CH:13][C:12]([NH:15][C:16]2[C:25]3[C:20](=[CH:21][CH:22]=[C:23]([C:35]4[O:36][C:32]([CH:28]5[O:29][CH2:30][CH2:31][O:27]5)=[CH:33][CH:34]=4)[CH:24]=3)[N:19]=[CH:18][N:17]=2)=[CH:11][CH:10]=1)[C:2]1[CH:7]=[CH:6][CH:5]=[CH:4][CH:3]=1. The yield is 0.620. (2) The reactants are [Cl:1][C:2]1[C:7]([C:8]([O:10][CH3:11])=[O:9])=[CH:6][N:5]=[C:4](Cl)[CH:3]=1.[CH3:13]B1OB(C)OB(C)O1.C([O-])([O-])=O.[Cs+].[Cs+]. The catalyst is O1CCOCC1.O.C1C=CC(P(C2C=CC=CC=2)[C-]2C=CC=C2)=CC=1.C1C=CC(P(C2C=CC=CC=2)[C-]2C=CC=C2)=CC=1.Cl[Pd]Cl.[Fe+2].C(Cl)Cl. The product is [Cl:1][C:2]1[C:7]([C:8]([O:10][CH3:11])=[O:9])=[CH:6][N:5]=[C:4]([CH3:13])[CH:3]=1. The yield is 0.220. (3) The reactants are [CH3:1][C:2]1[CH:3]=[C:4]([C:9]2[N:10]=[C:11]([NH2:20])[S:12][C:13]=2[C:14]2[CH:19]=[CH:18][N:17]=[CH:16][CH:15]=2)[CH:5]=[C:6]([CH3:8])[CH:7]=1.[CH3:21][CH:22]([CH3:26])[C:23](Cl)=[O:24].C(=O)([O-])O.[Na+]. The catalyst is CN(C)C1C=CN=CC=1.CN(C)C(=O)C. The product is [CH3:1][C:2]1[CH:3]=[C:4]([C:9]2[N:10]=[C:11]([NH:20][C:23](=[O:24])[CH:22]([CH3:26])[CH3:21])[S:12][C:13]=2[C:14]2[CH:19]=[CH:18][N:17]=[CH:16][CH:15]=2)[CH:5]=[C:6]([CH3:8])[CH:7]=1. The yield is 0.830. (4) The reactants are [OH-].[Na+].[F:3][CH2:4][C@@:5]1([C:48]([O:50]CC2C=CC=CC=2)=[O:49])[CH2:10][CH2:9][C:8]([C:11]2[C:12]([CH3:47])([CH3:46])[C@H:13]3[C@:26]([CH3:29])([CH2:27][CH:28]=2)[C@@H:25]2[C@:16]([CH3:45])([C@@:17]4([CH3:44])[C@H:22]([CH2:23][CH2:24]2)[C@H:21]2[C@H:30]([C:33]([CH3:35])=[CH2:34])[CH2:31][CH2:32][C@:20]2([NH:36][CH2:37][CH2:38][CH2:39][C:40]([OH:43])([CH3:42])[CH3:41])[CH2:19][CH2:18]4)[CH2:15][CH2:14]3)=[CH:7][CH2:6]1. The catalyst is O1CCOCC1.C(O)C. The product is [F:3][CH2:4][C@@:5]1([C:48]([OH:50])=[O:49])[CH2:10][CH2:9][C:8]([C:11]2[C:12]([CH3:47])([CH3:46])[C@H:13]3[C@:26]([CH3:29])([CH2:27][CH:28]=2)[C@@H:25]2[C@:16]([CH3:45])([C@@:17]4([CH3:44])[C@H:22]([CH2:23][CH2:24]2)[C@H:21]2[C@H:30]([C:33]([CH3:35])=[CH2:34])[CH2:31][CH2:32][C@:20]2([NH:36][CH2:37][CH2:38][CH2:39][C:40]([OH:43])([CH3:41])[CH3:42])[CH2:19][CH2:18]4)[CH2:15][CH2:14]3)=[CH:7][CH2:6]1. The yield is 0.110.